Dataset: Full USPTO retrosynthesis dataset with 1.9M reactions from patents (1976-2016). Task: Predict the reactants needed to synthesize the given product. (1) The reactants are: F[C:2]1[CH:9]=[CH:8][C:5]([CH:6]=[O:7])=[CH:4][CH:3]=1.[Br:10][C:11]1[CH:16]=[CH:15][C:14]([F:17])=[CH:13][C:12]=1[OH:18].C([O-])([O-])=O.[Cs+].[Cs+].Cl. Given the product [Br:10][C:11]1[CH:16]=[CH:15][C:14]([F:17])=[CH:13][C:12]=1[O:18][C:2]1[CH:9]=[CH:8][C:5]([CH:6]=[O:7])=[CH:4][CH:3]=1, predict the reactants needed to synthesize it. (2) Given the product [CH3:25][O:24][C:22](=[O:23])/[CH:21]=[CH:20]/[C:15]1[CH:16]=[CH:17][CH:18]=[CH:19][C:14]=1[NH:13][CH2:12][C:11]1[CH:10]=[C:9]([CH2:8][CH2:7][C:6]([OH:29])=[O:5])[CH:28]=[CH:27][CH:26]=1, predict the reactants needed to synthesize it. The reactants are: C([O:5][C:6](=[O:29])[CH2:7][CH2:8][C:9]1[CH:10]=[C:11]([CH:26]=[CH:27][CH:28]=1)[CH2:12][NH:13][C:14]1[CH:19]=[CH:18][CH:17]=[CH:16][C:15]=1/[CH:20]=[CH:21]/[C:22]([O:24][CH3:25])=[O:23])(C)(C)C.FC(F)(F)C(O)=O. (3) Given the product [C:20]1([CH2:19][N:16]2[CH2:17][CH:18]=[C:13]([C:10]3[CH:11]=[CH:12][C:7]([C:26]([OH:28])=[O:27])=[CH:8][CH:9]=3)[CH2:14][CH2:15]2)[CH:25]=[CH:24][CH:23]=[CH:22][CH:21]=1, predict the reactants needed to synthesize it. The reactants are: C([Li])CCC.Br[C:7]1[CH:12]=[CH:11][C:10]([C:13]2[CH2:14][CH2:15][N:16]([CH2:19][C:20]3[CH:25]=[CH:24][CH:23]=[CH:22][CH:21]=3)[CH2:17][CH:18]=2)=[CH:9][CH:8]=1.[C:26](=[O:28])=[O:27]. (4) Given the product [Cl:1][C:2]1[CH:25]=[CH:24][C:5]([CH2:6][N:7]2[C:15]3[C:10](=[CH:11][C:12](/[CH:16]=[C:17]4/[C:18](=[O:23])[N:19]([CH2:35][C:34]5[S:30][CH:31]=[N:32][CH:33]=5)[C:20](=[O:22])[S:21]/4)=[CH:13][CH:14]=3)[CH:9]=[N:8]2)=[C:4]([C:26]([F:27])([F:29])[F:28])[CH:3]=1, predict the reactants needed to synthesize it. The reactants are: [Cl:1][C:2]1[CH:25]=[CH:24][C:5]([CH2:6][N:7]2[C:15]3[C:10](=[CH:11][C:12](/[CH:16]=[C:17]4/[C:18](=[O:23])[NH:19][C:20](=[O:22])[S:21]/4)=[CH:13][CH:14]=3)[CH:9]=[N:8]2)=[C:4]([C:26]([F:29])([F:28])[F:27])[CH:3]=1.[S:30]1[C:34]([CH2:35]O)=[CH:33][N:32]=[CH:31]1. (5) Given the product [C:12]([O:15][CH:16]([CH2:21][O:22][S:23]([C:26]1[CH:32]=[CH:31][C:29]([CH3:30])=[CH:28][CH:27]=1)(=[O:25])=[O:24])[CH2:17][N:18]1[CH:11]=[C:10]([CH2:9][N:5]2[CH:6]=[CH:7][N:8]=[C:4]2[N+:1]([O-:3])=[O:2])[N:20]=[N:19]1)(=[O:14])[CH3:13], predict the reactants needed to synthesize it. The reactants are: [N+:1]([C:4]1[N:5]([CH2:9][C:10]#[CH:11])[CH:6]=[CH:7][N:8]=1)([O-:3])=[O:2].[C:12]([O:15][CH:16]([CH2:21][O:22][S:23]([C:26]1[CH:32]=[CH:31][C:29]([CH3:30])=[CH:28][CH:27]=1)(=[O:25])=[O:24])[CH2:17][N:18]=[N+:19]=[N-:20])(=[O:14])[CH3:13].